Dataset: Catalyst prediction with 721,799 reactions and 888 catalyst types from USPTO. Task: Predict which catalyst facilitates the given reaction. (1) Product: [Cl:15][C:4]1[C:5]2[NH:10][C:9]([CH3:11])=[CH:8][C:6]=2[N:7]=[C:2]([CH3:1])[N:3]=1. The catalyst class is: 10. Reactant: [CH3:1][C:2]1[NH:3][C:4](=O)[C:5]2[NH:10][C:9]([CH3:11])=[CH:8][C:6]=2[N:7]=1.O=P(Cl)(Cl)[Cl:15]. (2) Reactant: [F:1][C:2]1[CH:3]=[CH:4][C:5]([C:8]2[C:12](/[CH:13]=[CH:14]/[C:15]3[S:16][C:17]([C:21]([OH:23])=O)=[C:18]([CH3:20])[N:19]=3)=[CH:11][O:10][N:9]=2)=[N:6][CH:7]=1.F[B-](F)(F)F.N1(OC(N(C)C)=[N+](C)C)C2C=CC=CC=2N=N1.C(N(CC)C(C)C)(C)C.[NH2:55][CH:56]1[CH2:61][CH2:60][O:59][CH2:58][CH2:57]1. Product: [O:59]1[CH2:60][CH2:61][CH:56]([NH:55][C:21]([C:17]2[S:16][C:15](/[CH:14]=[CH:13]/[C:12]3[C:8]([C:5]4[CH:4]=[CH:3][C:2]([F:1])=[CH:7][N:6]=4)=[N:9][O:10][CH:11]=3)=[N:19][C:18]=2[CH3:20])=[O:23])[CH2:57][CH2:58]1. The catalyst class is: 3. (3) Reactant: [CH2:1]([O:8][C:9]1[CH:10]=[C:11]([C@H:15]2[CH2:17][C@@H:16]2[CH2:18][OH:19])[CH:12]=[N:13][CH:14]=1)[C:2]1[CH:7]=[CH:6][CH:5]=[CH:4][CH:3]=1.[H-].[Na+].Br.Br[CH2:24][C:25]1[CH:30]=[CH:29][CH:28]=[CH:27][N:26]=1.[NH4+].[Cl-]. Product: [CH2:1]([O:8][C:9]1[CH:14]=[N:13][CH:12]=[C:11]([C@H:15]2[CH2:17][C@@H:16]2[CH2:18][O:19][CH2:24][C:25]2[CH:30]=[CH:29][CH:28]=[CH:27][N:26]=2)[CH:10]=1)[C:2]1[CH:3]=[CH:4][CH:5]=[CH:6][CH:7]=1. The catalyst class is: 807. (4) Reactant: [O:1]1[C:5]2([CH2:9][CH2:8][O:7][CH2:6]2)[CH2:4][C:3]([C:10]2[CH:11]=[CH:12][C:13]([O:17][CH3:18])=[C:14]([OH:16])[CH:15]=2)=[N:2]1.[I-].[K+].C(=O)([O-])[O-].[K+].[K+].[CH2:27](Br)[CH3:28]. The catalyst class is: 35. Product: [CH2:27]([O:16][C:14]1[CH:15]=[C:10]([C:3]2[CH2:4][C:5]3([CH2:9][CH2:8][O:7][CH2:6]3)[O:1][N:2]=2)[CH:11]=[CH:12][C:13]=1[O:17][CH3:18])[CH3:28]. (5) Reactant: C([O:5][C:6]1[C:11]2[N:12]=[C:13]([O:15]C(C)C)[S:14][C:10]=2[C:9]([C@@H:19]([OH:32])[CH2:20][NH:21][C:22]([CH3:31])([CH3:30])[CH2:23][C:24]2[CH:29]=[CH:28][CH:27]=[CH:26][CH:25]=2)=[CH:8][CH:7]=1)(C)(C)C. Product: [CH3:31][C:22]([NH:21][CH2:20][C@@H:19]([C:9]1[C:10]2[S:14][C:13](=[O:15])[NH:12][C:11]=2[C:6]([OH:5])=[CH:7][CH:8]=1)[OH:32])([CH3:30])[CH2:23][C:24]1[CH:29]=[CH:28][CH:27]=[CH:26][CH:25]=1. The catalyst class is: 106.